This data is from Forward reaction prediction with 1.9M reactions from USPTO patents (1976-2016). The task is: Predict the product of the given reaction. (1) Given the reactants [Cl-].[Al+3].[Cl-].[Cl-].[CH2:5]([CH:7]1[CH2:13][C:12]2[S:14][CH:15]=[CH:16][C:11]=2[C:10](=O)[CH2:9][N:8]1[C:18]([O:20][CH2:21][CH3:22])=[O:19])[CH3:6].[Br:23]NC(=O)CCC(N)=O, predict the reaction product. The product is: [Br:23][C:15]1[S:14][C:12]2[CH2:13][CH:7]([CH2:5][CH3:6])[N:8]([C:18]([O:20][CH2:21][CH3:22])=[O:19])[CH2:9][CH2:10][C:11]=2[CH:16]=1. (2) Given the reactants [CH2:1]([N:8]=[C:9]=[O:10])[C:2]1[CH:7]=[CH:6][CH:5]=[CH:4][CH:3]=1.[CH2:11]([NH2:18])[C:12]1[CH:17]=[CH:16][CH:15]=[CH:14][CH:13]=1, predict the reaction product. The product is: [CH2:1]([NH:8][C:9]([NH:18][CH2:11][C:12]1[CH:17]=[CH:16][CH:15]=[CH:14][CH:13]=1)=[O:10])[C:2]1[CH:7]=[CH:6][CH:5]=[CH:4][CH:3]=1.